This data is from Forward reaction prediction with 1.9M reactions from USPTO patents (1976-2016). The task is: Predict the product of the given reaction. (1) Given the reactants [Cl:1][C:2]1[CH:3]=[C:4]([O:12][C:13]2[C:21]([F:22])=[CH:20][C:16]([C:17]([OH:19])=O)=[C:15]([F:23])[CH:14]=2)[CH:5]=[N:6][C:7]=1[O:8][CH:9]([CH3:11])[CH3:10].[CH3:24][O:25][C:26]1[CH:38]=[CH:37][C:29]([CH2:30][N:31]([CH3:36])[S:32]([NH2:35])(=[O:34])=[O:33])=[CH:28][CH:27]=1.CCN=C=NCCCN(C)C.Cl.C(N(C(C)C)CC)(C)C, predict the reaction product. The product is: [Cl:1][C:2]1[CH:3]=[C:4]([O:12][C:13]2[C:21]([F:22])=[CH:20][C:16]([C:17]([NH:35][S:32](=[O:33])(=[O:34])[N:31]([CH2:30][C:29]3[CH:37]=[CH:38][C:26]([O:25][CH3:24])=[CH:27][CH:28]=3)[CH3:36])=[O:19])=[C:15]([F:23])[CH:14]=2)[CH:5]=[N:6][C:7]=1[O:8][CH:9]([CH3:10])[CH3:11]. (2) Given the reactants [F:1][C:2]([F:55])([F:54])[C:3]1[CH:4]=[C:5]([C@H:13]2[O:17][C:16](=[O:18])[N:15]3[C@H:19]([C:22]4[CH:27]=[C:26]([C:28]([F:31])([F:30])[F:29])[CH:25]=[CH:24][C:23]=4[C:32]4[CH:33]=[C:34]([C:40]5[CH:52]=[CH:51][C:43]([C:44]([O:46]C(C)(C)C)=[O:45])=[CH:42][C:41]=5[CH3:53])[CH:35]=[N:36][C:37]=4[O:38][CH3:39])[CH2:20][CH2:21][C@@H:14]23)[CH:6]=[C:7]([C:9]([F:12])([F:11])[F:10])[CH:8]=1, predict the reaction product. The product is: [F:55][C:2]([F:1])([F:54])[C:3]1[CH:4]=[C:5]([C@H:13]2[O:17][C:16](=[O:18])[N:15]3[C@H:19]([C:22]4[CH:27]=[C:26]([C:28]([F:29])([F:30])[F:31])[CH:25]=[CH:24][C:23]=4[C:32]4[CH:33]=[C:34]([C:40]5[CH:52]=[CH:51][C:43]([C:44]([OH:46])=[O:45])=[CH:42][C:41]=5[CH3:53])[CH:35]=[N:36][C:37]=4[O:38][CH3:39])[CH2:20][CH2:21][C@@H:14]23)[CH:6]=[C:7]([C:9]([F:12])([F:11])[F:10])[CH:8]=1. (3) Given the reactants [CH3:1][C:2]1[C:10]2[NH:9][N:8]=[CH:7][C:6]=2[C:5]([NH2:11])=[CH:4][CH:3]=1.C(N(CC)CC)C.[Cl:19][C:20]([Cl:25])([Cl:24])[C:21](Cl)=[O:22], predict the reaction product. The product is: [Cl:19][C:20]([Cl:25])([Cl:24])[C:21]([NH:11][C:5]1[CH:4]=[CH:3][C:2]([CH3:1])=[C:10]2[C:6]=1[CH:7]=[N:8][NH:9]2)=[O:22]. (4) Given the reactants [CH3:1][C:2]1[N:37]=[C:5]2[N:6]([CH2:33][C:34](=O)[CH3:35])[C:7](=[O:32])[C:8]([CH2:13][C:14]3[CH:19]=[CH:18][C:17]([C:20]4[CH:25]=[CH:24][CH:23]=[CH:22][C:21]=4[C:26]4[NH:30][C:29](=[O:31])[O:28][N:27]=4)=[CH:16][CH:15]=3)=[C:9]([CH2:10][CH2:11][CH3:12])[N:4]2[N:3]=1.Cl.[NH2:39][O:40][CH:41]([CH3:43])[CH3:42].N1C=CC=CC=1.Cl, predict the reaction product. The product is: [CH3:1][C:2]1[N:37]=[C:5]2[N:6]([CH2:33]/[C:34](=[N:39]/[O:40][CH:41]([CH3:43])[CH3:42])/[CH3:35])[C:7](=[O:32])[C:8]([CH2:13][C:14]3[CH:15]=[CH:16][C:17]([C:20]4[CH:25]=[CH:24][CH:23]=[CH:22][C:21]=4[C:26]4[NH:30][C:29](=[O:31])[O:28][N:27]=4)=[CH:18][CH:19]=3)=[C:9]([CH2:10][CH2:11][CH3:12])[N:4]2[N:3]=1. (5) Given the reactants [Cl:1][C:2]1[CH:3]=[C:4]([CH:9]=[C:10]([Cl:13])[C:11]=1[OH:12])[C:5]([O:7][CH3:8])=[O:6].[CH2:14](Br)[C:15]1[CH:20]=[CH:19][CH:18]=[CH:17][CH:16]=1, predict the reaction product. The product is: [CH2:14]([O:12][C:11]1[C:2]([Cl:1])=[CH:3][C:4]([C:5]([O:7][CH3:8])=[O:6])=[CH:9][C:10]=1[Cl:13])[C:15]1[CH:20]=[CH:19][CH:18]=[CH:17][CH:16]=1.